The task is: Predict the product of the given reaction.. This data is from Forward reaction prediction with 1.9M reactions from USPTO patents (1976-2016). (1) The product is: [C:36]([Si:30]1([C:32]([CH3:35])([CH3:34])[CH3:33])[O:29][C@@H:28]([CH2:40][C:41]([O:43][C:44]([CH3:46])([CH3:45])[CH3:47])=[O:42])[CH2:27][C@@H:26]([CH2:25][CH2:24][N:23]2[C:11]([CH:12]([CH3:14])[CH3:13])=[CH:10][C:9]([C:16]3[CH:21]=[CH:20][CH:19]=[CH:18][CH:17]=3)=[C:8]2[C:5]2[CH:6]=[CH:7][C:2]([F:1])=[CH:3][CH:4]=2)[O:31]1)([CH3:38])([CH3:37])[CH3:39]. Given the reactants [F:1][C:2]1[CH:7]=[CH:6][C:5]([C:8](=O)[CH:9]([C:16]2[CH:21]=[CH:20][CH:19]=[CH:18][CH:17]=2)[CH2:10][C:11](=O)[CH:12]([CH3:14])[CH3:13])=[CH:4][CH:3]=1.[NH2:23][CH2:24][CH2:25][C@H:26]1[O:31][Si:30]([C:36]([CH3:39])([CH3:38])[CH3:37])([C:32]([CH3:35])([CH3:34])[CH3:33])[O:29][C@@H:28]([CH2:40][C:41]([O:43][C:44]([CH3:47])([CH3:46])[CH3:45])=[O:42])[CH2:27]1, predict the reaction product. (2) Given the reactants [OH:1][C:2]1[C:11]2[C:6](=[CH:7][CH:8]=[CH:9][CH:10]=2)[CH:5]=[C:4](O)[CH:3]=1.S([O:18][CH3:19])(OC)(=O)=O.[CH3:20]O, predict the reaction product. The product is: [CH3:20][O:1][C:2]1[C:11]2[C:6](=[CH:7][CH:8]=[CH:9][CH:10]=2)[CH:5]=[C:4]([O:18][CH3:19])[CH:3]=1. (3) Given the reactants S(=O)(=O)(O)O.[F:6][C:7]1[CH:8]=[C:9]2[C:14](=[CH:15][CH:16]=1)[O:13][CH2:12][CH2:11][C:10]2=[O:17].[N+:18]([O-])([OH:20])=[O:19], predict the reaction product. The product is: [F:6][C:7]1[CH:8]=[C:9]2[C:14](=[C:15]([N+:18]([O-:20])=[O:19])[CH:16]=1)[O:13][CH2:12][CH2:11][C:10]2=[O:17].